Dataset: Reaction yield outcomes from USPTO patents with 853,638 reactions. Task: Predict the reaction yield, written as a fraction of the theoretical maximum amount of product (1.0 means a 100% yield; for example, 0.34 means a 34% yield). (1) The catalyst is O1CCCC1. The product is [OH:1][C:2]1[C:3]([C:11]2([CH2:34][OH:35])[C:15]3=[N:16][CH:17]=[CH:18][CH:19]=[C:14]3[N:13]([CH2:20][CH2:21][CH2:22][CH2:23][CH3:24])[C:12]2=[O:25])=[CH:4][C:5]2[O:9][CH2:8][O:7][C:6]=2[CH:10]=1. The reactants are [OH:1][C:2]1[C:3]([CH:11]2[C:15]3=[N:16][CH:17]=[CH:18][CH:19]=[C:14]3[N:13]([CH2:20][CH2:21][CH2:22][CH2:23][CH3:24])[C:12]2=[O:25])=[CH:4][C:5]2[O:9][CH2:8][O:7][C:6]=2[CH:10]=1.C([N-]C(C)C)(C)C.[Li+].[CH2:34]=[O:35]. The yield is 1.00. (2) The reactants are [Br:1][C:2]1[C:10]([O:11][C:12]2[CH:17]=[CH:16][C:15]([F:18])=[CH:14][C:13]=2[F:19])=[CH:9][C:5]([C:6]([NH2:8])=O)=[C:4]([NH:20][S:21]([CH2:24][CH3:25])(=[O:23])=[O:22])[CH:3]=1.O1CCOCC1.N1C=CC=CC=1.FC(F)(F)C(OC(=O)C(F)(F)F)=O. The catalyst is O. The product is [Br:1][C:2]1[C:10]([O:11][C:12]2[CH:17]=[CH:16][C:15]([F:18])=[CH:14][C:13]=2[F:19])=[CH:9][C:5]([C:6]#[N:8])=[C:4]([NH:20][S:21]([CH2:24][CH3:25])(=[O:23])=[O:22])[CH:3]=1. The yield is 0.610.